Dataset: NCI-60 drug combinations with 297,098 pairs across 59 cell lines. Task: Regression. Given two drug SMILES strings and cell line genomic features, predict the synergy score measuring deviation from expected non-interaction effect. Drug 2: C1=CN(C=N1)CC(O)(P(=O)(O)O)P(=O)(O)O. Cell line: EKVX. Drug 1: CC12CCC(CC1=CCC3C2CCC4(C3CC=C4C5=CN=CC=C5)C)O. Synergy scores: CSS=1.95, Synergy_ZIP=0.574, Synergy_Bliss=0.431, Synergy_Loewe=-1.62, Synergy_HSA=-1.46.